This data is from Forward reaction prediction with 1.9M reactions from USPTO patents (1976-2016). The task is: Predict the product of the given reaction. (1) Given the reactants [CH3:1][O:2][C:3](=[O:28])[CH2:4][CH2:5][CH2:6][CH2:7][CH2:8][N:9]1[C:13]2[CH:14]=[C:15]([F:19])[C:16]([F:18])=[CH:17][C:12]=2[N:11]=[C:10]1[C:20]1[CH:25]=[CH:24][C:23]([Cl:26])=[CH:22][C:21]=1[OH:27].Br[CH2:30][CH:31]1[CH2:35][CH2:34][CH2:33][CH2:32]1, predict the reaction product. The product is: [CH3:1][O:2][C:3](=[O:28])[CH2:4][CH2:5][CH2:6][CH2:7][CH2:8][N:9]1[C:13]2[CH:14]=[C:15]([F:19])[C:16]([F:18])=[CH:17][C:12]=2[N:11]=[C:10]1[C:20]1[CH:25]=[CH:24][C:23]([Cl:26])=[CH:22][C:21]=1[O:27][CH2:30][CH:31]1[CH2:35][CH2:34][CH2:33][CH2:32]1. (2) Given the reactants [Cl:1][C:2]1[C:11]2[C:6](=[C:7]([CH3:12])[CH:8]=[CH:9][CH:10]=2)[C:5]([C:13]([OH:15])=O)=[CH:4][N:3]=1.[NH:16]1[CH2:19][CH2:18][CH2:17]1, predict the reaction product. The product is: [N:16]1([C:13]([C:5]2[C:6]3[C:11](=[CH:10][CH:9]=[CH:8][C:7]=3[CH3:12])[C:2]([Cl:1])=[N:3][CH:4]=2)=[O:15])[CH2:19][CH2:18][CH2:17]1. (3) Given the reactants [CH:1]1([C:4]2[N:8]=[C:7]([C:9]3[C:17]4[CH2:16][CH2:15][O:14][CH2:13][C:12]=4[S:11][C:10]=3[NH:18]C(C3CCCC=3C(O)=O)=O)[O:6][N:5]=2)[CH2:3][CH2:2]1.[CH3:29][O:30][C:31]([C:33]1[C:34]([C:39]([OH:41])=O)=[N:35][CH:36]=[CH:37][CH:38]=1)=[O:32].F[B-](F)(F)F.BrC1C=CC=C[N+]=1CC.CCN(C(C)C)C(C)C, predict the reaction product. The product is: [CH:1]1([C:4]2[N:8]=[C:7]([C:9]3[C:17]4[CH2:16][CH2:15][O:14][CH2:13][C:12]=4[S:11][C:10]=3[NH:18][C:39]([C:34]3[N:35]=[CH:36][CH:37]=[CH:38][C:33]=3[C:31]([O:30][CH3:29])=[O:32])=[O:41])[O:6][N:5]=2)[CH2:3][CH2:2]1. (4) Given the reactants [NH2:1][C:2]1[N:7]=[CH:6][N:5]=[C:4]2[N:8]([CH:33]3[CH2:38][CH2:37][NH:36][CH2:35][CH2:34]3)[N:9]=[C:10]([C:11]3[CH:16]=[CH:15][C:14]([NH:17][C:18](=[O:30])[C:19]4[CH:24]=[CH:23][C:22]([C:25]([F:28])([F:27])[F:26])=[CH:21][C:20]=4[F:29])=[C:13]([O:31][CH3:32])[CH:12]=3)[C:3]=12.[C:39]([OH:46])(=[O:45])/[CH:40]=[CH:41]\[C:42]([OH:44])=[O:43], predict the reaction product. The product is: [C:39]([OH:46])(=[O:45])/[CH:40]=[CH:41]\[C:42]([OH:44])=[O:43].[C:39]([OH:46])(=[O:45])/[CH:40]=[CH:41]\[C:42]([OH:44])=[O:43].[NH2:1][C:2]1[N:7]=[CH:6][N:5]=[C:4]2[N:8]([CH:33]3[CH2:38][CH2:37][NH:36][CH2:35][CH2:34]3)[N:9]=[C:10]([C:11]3[CH:16]=[CH:15][C:14]([NH:17][C:18](=[O:30])[C:19]4[CH:24]=[CH:23][C:22]([C:25]([F:28])([F:26])[F:27])=[CH:21][C:20]=4[F:29])=[C:13]([O:31][CH3:32])[CH:12]=3)[C:3]=12. (5) Given the reactants [C:1]([OH:20])(=[O:19])[CH2:2][CH2:3][CH2:4][CH2:5][CH2:6][CH2:7][CH2:8]/[CH:9]=[CH:10]\[CH2:11][CH2:12][CH2:13][CH2:14][CH2:15][CH2:16][CH2:17][CH3:18].O[CH2:22][CH2:23][N:24]([CH3:26])[CH3:25], predict the reaction product. The product is: [C:1]([O:20][CH2:22][CH2:23][N:24]([CH3:26])[CH3:25])(=[O:19])[CH2:2][CH2:3][CH2:4][CH2:5][CH2:6][CH2:7][CH2:8]/[CH:9]=[CH:10]\[CH2:11][CH2:12][CH2:13][CH2:14][CH2:15][CH2:16][CH2:17][CH3:18]. (6) Given the reactants C(OC([N:8]1[CH2:12][CH2:11][CH:10]([C:13]2[CH:14]=[C:15]3[C:20](=[CH:21][CH:22]=2)[N:19]=[CH:18][CH:17]=[C:16]3[NH:23][C:24]([NH:26][C:27]2[CH:32]=[N:31][CH:30]=[CH:29][N:28]=2)=[O:25])[CH2:9]1)=O)(C)(C)C.Cl, predict the reaction product. The product is: [N:28]1[CH:29]=[CH:30][N:31]=[CH:32][C:27]=1[NH:26][C:24]([NH:23][C:16]1[C:15]2[C:20](=[CH:21][CH:22]=[C:13]([CH:10]3[CH2:11][CH2:12][NH:8][CH2:9]3)[CH:14]=2)[N:19]=[CH:18][CH:17]=1)=[O:25]. (7) Given the reactants [Cl:1][C:2]1[C:3](=[O:29])[N:4]([CH2:19][CH2:20][C:21]2[CH:28]=[CH:27][C:24]([C:25]#[N:26])=[CH:23][CH:22]=2)[C:5]([CH2:9][O:10][C:11]2[CH:16]=[CH:15][CH:14]=[C:13]([CH2:17][CH3:18])[CH:12]=2)=[C:6]([Cl:8])[CH:7]=1.[N-:30]=[N+:31]=[N-:32].[Na+].Cl.C(N(CC)CC)C.O, predict the reaction product. The product is: [Cl:1][C:2]1[C:3](=[O:29])[N:4]([CH2:19][CH2:20][C:21]2[CH:22]=[CH:23][C:24]([C:25]3[NH:32][N:31]=[N:30][N:26]=3)=[CH:27][CH:28]=2)[C:5]([CH2:9][O:10][C:11]2[CH:16]=[CH:15][CH:14]=[C:13]([CH2:17][CH3:18])[CH:12]=2)=[C:6]([Cl:8])[CH:7]=1. (8) Given the reactants [Br:1][C:2]1[CH:7]=[C:6]([C:8]([O:10][CH3:11])=[O:9])[CH:5]=[C:4]([Br:12])[C:3]=1/[CH:13]=[CH:14]\[C:15]([OH:17])=O.C(Br)(=O)C(Br)=O.C(N(C(C)C)CC)(C)C.[Cl:33][C:34]1[CH:40]=[CH:39][CH:38]=[C:37]([Cl:41])[C:35]=1[NH2:36], predict the reaction product. The product is: [Br:12][C:4]1[CH:5]=[C:6]([CH:7]=[C:2]([Br:1])[C:3]=1/[CH:13]=[CH:14]\[C:15]([NH:36][C:35]1[C:34]([Cl:33])=[CH:40][CH:39]=[CH:38][C:37]=1[Cl:41])=[O:17])[C:8]([O:10][CH3:11])=[O:9]. (9) Given the reactants [CH2:1]([N:3]1[C:9]2[N:10]=[CH:11][C:12]([CH2:14][CH2:15][O:16][C:17]3[CH:22]=[CH:21][C:20]([C:23]4[CH:27]=[C:26]([C:28]([O:30]CC)=[O:29])[O:25][N:24]=4)=[CH:19][C:18]=3[CH3:33])=[CH:13][C:8]=2[C:7](=[O:34])[N:6]([CH3:35])[C:5]2[CH:36]=[CH:37][CH:38]=[N:39][C:4]1=2)[CH3:2].[OH-].[Na+], predict the reaction product. The product is: [CH2:1]([N:3]1[C:9]2[N:10]=[CH:11][C:12]([CH2:14][CH2:15][O:16][C:17]3[CH:22]=[CH:21][C:20]([C:23]4[CH:27]=[C:26]([C:28]([OH:30])=[O:29])[O:25][N:24]=4)=[CH:19][C:18]=3[CH3:33])=[CH:13][C:8]=2[C:7](=[O:34])[N:6]([CH3:35])[C:5]2[CH:36]=[CH:37][CH:38]=[N:39][C:4]1=2)[CH3:2]. (10) Given the reactants S([O-])([O-])=O.[Na+:5].[Na+].[N+:7]([C:10]1[CH:11]=[C:12]([S:16](Cl)(=[O:18])=[O:17])[CH:13]=[CH:14][CH:15]=1)([O-:9])=[O:8].C(=O)([O-])[O-].[Na+].[Na+], predict the reaction product. The product is: [N+:7]([C:10]1[CH:11]=[C:12]([S:16]([O-:18])=[O:17])[CH:13]=[CH:14][CH:15]=1)([O-:9])=[O:8].[Na+:5].